From a dataset of Forward reaction prediction with 1.9M reactions from USPTO patents (1976-2016). Predict the product of the given reaction. (1) Given the reactants C(OC([N:8]1[C@@H:12]([CH2:13][N:14]2[CH2:19][CH2:18][CH:17]([C:20](=[O:28])[C:21]3[CH:26]=[CH:25][C:24]([Cl:27])=[CH:23][CH:22]=3)[CH2:16][CH2:15]2)[CH2:11][O:10]C1(C)C)=O)(C)(C)C.Cl, predict the reaction product. The product is: [ClH:27].[NH2:8][C@H:12]([CH2:11][OH:10])[CH2:13][N:14]1[CH2:15][CH2:16][CH:17]([C:20]([C:21]2[CH:22]=[CH:23][C:24]([Cl:27])=[CH:25][CH:26]=2)=[O:28])[CH2:18][CH2:19]1. (2) Given the reactants [C:1]1([CH:7]([CH2:11][CH3:12])[C:8]([OH:10])=O)[CH:6]=[CH:5][CH:4]=[CH:3][CH:2]=1.[C:13]1([O:19]C)[CH:18]=[CH:17][CH:16]=[CH:15][CH:14]=1.C(OC(C(F)(F)F)=O)(C(F)(F)F)=O.[OH-].[Na+].[Al+3].[Cl-].[Cl-].[Cl-], predict the reaction product. The product is: [OH:19][C:13]1[CH:18]=[CH:17][C:16]([C:8](=[O:10])[CH:7]([C:1]2[CH:2]=[CH:3][CH:4]=[CH:5][CH:6]=2)[CH2:11][CH3:12])=[CH:15][CH:14]=1.